This data is from Full USPTO retrosynthesis dataset with 1.9M reactions from patents (1976-2016). The task is: Predict the reactants needed to synthesize the given product. Given the product [ClH:42].[CH3:1][O:2][C:3]1[CH:8]=[CH:7][CH:6]=[CH:5][C:4]=1[N:9]1[CH2:10][CH2:11][C:12]([C:23]([NH:25][S:26](=[O:40])(=[O:41])[O:27][C:28]2[C:29]([CH:37]([CH3:39])[CH3:38])=[CH:30][CH:31]=[CH:32][C:33]=2[CH:34]([CH3:36])[CH3:35])=[O:24])([C:15]2[CH:20]=[CH:19][CH:18]=[C:17]([O:21][CH3:22])[CH:16]=2)[CH2:13][CH2:14]1, predict the reactants needed to synthesize it. The reactants are: [CH3:1][O:2][C:3]1[CH:8]=[CH:7][CH:6]=[CH:5][C:4]=1[N:9]1[CH2:14][CH2:13][C:12]([C:23]([NH:25][S:26](=[O:41])(=[O:40])[O:27][C:28]2[C:33]([CH:34]([CH3:36])[CH3:35])=[CH:32][CH:31]=[CH:30][C:29]=2[CH:37]([CH3:39])[CH3:38])=[O:24])([C:15]2[CH:20]=[CH:19][CH:18]=[C:17]([O:21][CH3:22])[CH:16]=2)[CH2:11][CH2:10]1.[ClH:42].C(OCC)C.